From a dataset of Reaction yield outcomes from USPTO patents with 853,638 reactions. Predict the reaction yield, written as a fraction of the theoretical maximum amount of product (1.0 means a 100% yield; for example, 0.34 means a 34% yield). (1) The reactants are [NH2:1][CH2:2][CH2:3][C:4]1(O)[C:8]2=[C:9]3[CH2:15][CH2:14][O:13][C:10]3=[N:11][CH:12]=[C:7]2[CH2:6][CH:5]1[CH:16]([CH3:18])[CH3:17].C(N(CC)CC)C.[C:27](O[C:27](=[O:30])[CH2:28][CH3:29])(=[O:30])[CH2:28][CH3:29].O.C1(C)C=CC(S(O)(=O)=O)=CC=1.S([O-])([O-])(=O)=O.[Mg+2]. The catalyst is O1CCCC1.C(=O)([O-])O.[Na+]. The product is [CH:16]([C:5]1[CH2:6][C:7]2[C:8]([C:4]=1[CH2:3][CH2:2][NH:1][C:27](=[O:30])[CH2:28][CH3:29])=[C:9]1[CH2:15][CH2:14][O:13][C:10]1=[N:11][CH:12]=2)([CH3:18])[CH3:17]. The yield is 0.330. (2) The reactants are Br[C:2]1[CH:3]=[C:4]([CH:8]([C:23]2([OH:29])[CH2:28][CH2:27][CH2:26][CH2:25][CH2:24]2)[CH2:9][N:10]2[CH2:15][CH2:14][N:13]([C:16]([O:18][C:19]([CH3:22])([CH3:21])[CH3:20])=[O:17])[CH2:12][CH2:11]2)[CH:5]=[CH:6][CH:7]=1.[CH3:30][N:31](C)C=O. The catalyst is [C-]#N.[Zn+2].[C-]#N.C1C=CC(/C=C/C(/C=C/C2C=CC=CC=2)=O)=CC=1.C1C=CC(/C=C/C(/C=C/C2C=CC=CC=2)=O)=CC=1.C1C=CC(/C=C/C(/C=C/C2C=CC=CC=2)=O)=CC=1.[Pd].[Pd].C1(P(C2C=CC=CC=2)[C-]2C=CC=C2)C=CC=CC=1.[C-]1(P(C2C=CC=CC=2)C2C=CC=CC=2)C=CC=C1.[Fe+2].[Zn]. The product is [C:30]([C:2]1[CH:3]=[C:4]([CH:8]([C:23]2([OH:29])[CH2:24][CH2:25][CH2:26][CH2:27][CH2:28]2)[CH2:9][N:10]2[CH2:15][CH2:14][N:13]([C:16]([O:18][C:19]([CH3:20])([CH3:22])[CH3:21])=[O:17])[CH2:12][CH2:11]2)[CH:5]=[CH:6][CH:7]=1)#[N:31]. The yield is 0.840. (3) The reactants are [Al+3].[Cl-].[Cl-].[Cl-].[Cl:5][CH2:6][CH2:7][CH2:8][C:9](Cl)=[O:10].[CH3:12][C:13]([C:18]1[CH:23]=[CH:22][CH:21]=[CH:20][CH:19]=1)([CH3:17])[C:14]([OH:16])=[O:15].[N:24]1([C:29]([NH2:31])=[O:30])[CH2:28][CH2:27][CH2:26][CH2:25]1. The catalyst is C(Cl)(Cl)(Cl)Cl. The product is [N:24]1([C:29]([NH2:31])=[O:30])[CH2:28][CH2:27][CH2:26][CH2:25]1.[Cl:5][CH2:6][CH2:7][CH2:8][C:9]([C:21]1[CH:22]=[CH:23][C:18]([C:13]([CH3:17])([CH3:12])[C:14]([OH:16])=[O:15])=[CH:19][CH:20]=1)=[O:10]. The yield is 0.780. (4) The reactants are [N+:1]([CH2:3][C:4]([O:6]C)=O)#[C-:2].[NH:8]1[CH2:12][CH2:11][CH2:10][CH2:9]1. No catalyst specified. The product is [N+:1]([CH2:3][C:4]([N:8]1[CH2:12][CH2:11][CH2:10][CH2:9]1)=[O:6])#[C-:2]. The yield is 0.980.